Dataset: Catalyst prediction with 721,799 reactions and 888 catalyst types from USPTO. Task: Predict which catalyst facilitates the given reaction. (1) Reactant: C(OC([N:8]1[CH2:12][C@@H:11]([CH2:13][N:14]([CH:31]([CH3:33])[CH3:32])[C:15](=[O:30])[C:16]2[CH:21]=[CH:20][C:19]([O:22][CH3:23])=[C:18]([O:24][CH2:25][CH2:26][CH2:27][O:28][CH3:29])[CH:17]=2)[C@H:10]([NH2:34])[CH2:9]1)=O)(C)(C)C.[O:35]1[CH2:40][CH2:39][CH:38]([CH2:41][S:42](Cl)(=[O:44])=[O:43])[CH2:37][CH2:36]1.CC#N.O.CC#N. Product: [CH:31]([N:14]([CH2:13][C@H:11]1[C@H:10]([NH:34][S:42]([CH2:41][CH:38]2[CH2:39][CH2:40][O:35][CH2:36][CH2:37]2)(=[O:44])=[O:43])[CH2:9][NH:8][CH2:12]1)[C:15](=[O:30])[C:16]1[CH:21]=[CH:20][C:19]([O:22][CH3:23])=[C:18]([O:24][CH2:25][CH2:26][CH2:27][O:28][CH3:29])[CH:17]=1)([CH3:33])[CH3:32]. The catalyst class is: 6. (2) Reactant: Br[C:2]1[CH:3]=[C:4]([NH:10][C@H:11]([CH2:15][CH:16]2[CH2:21][CH2:20][CH2:19][CH2:18][CH2:17]2)[C:12]([NH2:14])=[O:13])[CH:5]=[CH:6][C:7]=1[C:8]#[N:9].Cl.[NH2:23][C:24]1[S:28][N:27]=[C:26]([CH3:29])[CH:25]=1.C1C=CC(P(C2C(C3C(P(C4C=CC=CC=4)C4C=CC=CC=4)=CC=C4C=3C=CC=C4)=C3C(C=CC=C3)=CC=2)C2C=CC=CC=2)=CC=1.C([O-])([O-])=O.[K+].[K+]. Product: [C:8]([C:7]1[CH:6]=[CH:5][C:4]([NH:10][C@H:11]([CH2:15][CH:16]2[CH2:21][CH2:20][CH2:19][CH2:18][CH2:17]2)[C:12]([NH2:14])=[O:13])=[CH:3][C:2]=1[NH:23][C:24]1[S:28][N:27]=[C:26]([CH3:29])[CH:25]=1)#[N:9]. The catalyst class is: 231. (3) Reactant: Br[C:2]1[C:3]([NH:9][C:10](=[O:13])[CH2:11]I)=[N:4][CH:5]=[C:6]([Br:8])[N:7]=1.C(N(C(C)C)CC)(C)C.[O:23]1[CH2:28][CH2:27][CH:26]([NH2:29])[CH2:25][CH2:24]1. Product: [Br:8][C:6]1[N:7]=[C:2]2[N:29]([CH:26]3[CH2:27][CH2:28][O:23][CH2:24][CH2:25]3)[CH2:11][C:10](=[O:13])[NH:9][C:3]2=[N:4][CH:5]=1. The catalyst class is: 10. (4) Reactant: [Na].[Br:2][C:3]1[CH:4]=[C:5]([CH2:10][N:11]([CH3:29])[C:12](=[O:28])[CH2:13][C:14]2([C:20]3[CH:25]=[CH:24][C:23]([F:26])=[C:22]([F:27])[CH:21]=3)[CH2:19][CH2:18][NH:17][CH2:16][CH2:15]2)[CH:6]=[C:7]([Br:9])[CH:8]=1.[CH2:30]=O. Product: [Br:9][C:7]1[CH:6]=[C:5]([CH2:10][N:11]([CH3:29])[C:12](=[O:28])[CH2:13][C:14]2([C:20]3[CH:25]=[CH:24][C:23]([F:26])=[C:22]([F:27])[CH:21]=3)[CH2:19][CH2:18][N:17]([CH3:30])[CH2:16][CH2:15]2)[CH:4]=[C:3]([Br:2])[CH:8]=1. The catalyst class is: 144. (5) Reactant: [I:1][C:2]1[CH:3]=[C:4]2[CH:10]=[CH:9][NH:8][C:5]2=[N:6][CH:7]=1.[Cl-].[Cl-].[Cl-].[Al+3].[F:15][C:16]1[C:24]([N+:25]([O-:27])=[O:26])=[CH:23][CH:22]=[C:21]([F:28])[C:17]=1[C:18](Cl)=[O:19]. Product: [F:15][C:16]1[C:24]([N+:25]([O-:27])=[O:26])=[CH:23][CH:22]=[C:21]([F:28])[C:17]=1[C:18]([C:10]1[C:4]2[C:5](=[N:6][CH:7]=[C:2]([I:1])[CH:3]=2)[NH:8][CH:9]=1)=[O:19]. The catalyst class is: 463. (6) Reactant: C(N)(C)C.[BH4-].[Na+].[Cl:7][C:8]1[CH:9]=[C:10]([CH:14]([OH:28])[CH2:15][CH2:16][N:17]([CH:25]([CH3:27])[CH3:26])[C:18](=[O:24])[O:19][C:20]([CH3:23])([CH3:22])[CH3:21])[CH:11]=[CH:12][CH:13]=1.[H-].[Na+].CS(O[CH2:36][CH2:37][CH2:38][O:39][CH3:40])(=O)=O. Product: [Cl:7][C:8]1[CH:9]=[C:10]([CH:14]([O:28][CH2:36][CH2:37][CH2:38][O:39][CH3:40])[CH2:15][CH2:16][N:17]([CH:25]([CH3:26])[CH3:27])[C:18](=[O:24])[O:19][C:20]([CH3:22])([CH3:23])[CH3:21])[CH:11]=[CH:12][CH:13]=1. The catalyst class is: 1. (7) Reactant: [Br:1][C:2]1[CH:3]=[CH:4][C:5]([C:8](=O)[CH2:9][CH:10]([CH3:13])[CH2:11][CH3:12])=[N:6][CH:7]=1.[NH2:15][NH2:16].[OH-].[Na+].O. The catalyst class is: 5. Product: [Br:1][C:2]1[CH:3]=[CH:4][C:5](/[C:8](=[N:15]\[NH2:16])/[CH2:9][CH:10]([CH3:13])[CH2:11][CH3:12])=[N:6][CH:7]=1. (8) Reactant: [CH3:1][C:2]1[CH:3]=[C:4]([CH2:11][C@@H:12]([O:16][C:17]([N:19]2[CH2:24][CH2:23][CH:22]([C:25]3[C:26](=[O:35])[NH:27][C:28]4[C:33]([CH:34]=3)=[CH:32][CH:31]=[CH:30][CH:29]=4)[CH2:21][CH2:20]2)=[O:18])[C:13](O)=[O:14])[CH:5]=[C:6]2[C:10]=1[NH:9][N:8]=[CH:7]2.C(N(C(C)C)CC)(C)C.[F:45][C:46]1[CH:51]=[CH:50][C:49]([N:52]2[CH2:57][CH2:56][NH:55][CH2:54][CH2:53]2)=[CH:48][CH:47]=1.C1CN([P+](ON2N=NC3C=CC=CC2=3)(N2CCCC2)N2CCCC2)CC1.F[P-](F)(F)(F)(F)F. Product: [O:35]=[C:26]1[C:25]([CH:22]2[CH2:23][CH2:24][N:19]([C:17]([O:16][C@H:12]([CH2:11][C:4]3[CH:5]=[C:6]4[C:10](=[C:2]([CH3:1])[CH:3]=3)[NH:9][N:8]=[CH:7]4)[C:13]([N:55]3[CH2:54][CH2:53][N:52]([C:49]4[CH:48]=[CH:47][C:46]([F:45])=[CH:51][CH:50]=4)[CH2:57][CH2:56]3)=[O:14])=[O:18])[CH2:20][CH2:21]2)=[CH:34][C:33]2[C:28](=[CH:29][CH:30]=[CH:31][CH:32]=2)[NH:27]1. The catalyst class is: 204.